Dataset: Catalyst prediction with 721,799 reactions and 888 catalyst types from USPTO. Task: Predict which catalyst facilitates the given reaction. (1) Reactant: C([O:8][C:9]1[C:25]([O:26]CC2C=CC=CC=2)=[CH:24][CH:23]=[CH:22][C:10]=1[C:11]([NH:13][CH2:14][C:15]1[CH:20]=[CH:19][C:18]([F:21])=[CH:17][CH:16]=1)=[O:12])C1C=CC=CC=1.Cl. Product: [F:21][C:18]1[CH:17]=[CH:16][C:15]([CH2:14][NH:13][C:11](=[O:12])[C:10]2[CH:22]=[CH:23][CH:24]=[C:25]([OH:26])[C:9]=2[OH:8])=[CH:20][CH:19]=1. The catalyst class is: 52. (2) Reactant: [C:1]([NH:8][CH2:9][C:10]([OH:12])=O)([O:3][C:4]([CH3:7])([CH3:6])[CH3:5])=[O:2].CCN=C=NCCCN(C)C.Cl.C1C=CC2N(O)N=NC=2C=1.C(N(CC)C(C)C)(C)C.[NH2:44][CH2:45][C:46]1[CH:51]=[CH:50][C:49]([N:52]2[C:56]([NH:57][C:58]([NH:60][C:61]3[CH:66]=[CH:65][C:64]([O:67][C:68]4[CH:73]=[CH:72][N:71]=[CH:70][CH:69]=4)=[CH:63][CH:62]=3)=[O:59])=[CH:55][C:54]([C:74]([CH3:77])([CH3:76])[CH3:75])=[N:53]2)=[CH:48][CH:47]=1. Product: [C:4]([O:3][C:1](=[O:2])[NH:8][CH2:9][C:10](=[O:12])[NH:44][CH2:45][C:46]1[CH:51]=[CH:50][C:49]([N:52]2[C:56]([NH:57][C:58]([NH:60][C:61]3[CH:66]=[CH:65][C:64]([O:67][C:68]4[CH:69]=[CH:70][N:71]=[CH:72][CH:73]=4)=[CH:63][CH:62]=3)=[O:59])=[CH:55][C:54]([C:74]([CH3:77])([CH3:76])[CH3:75])=[N:53]2)=[CH:48][CH:47]=1)([CH3:5])([CH3:6])[CH3:7]. The catalyst class is: 577. (3) Reactant: [H-].[Na+].[Br:3][C:4]1[CH:5]=[C:6]2[C:10](=[CH:11][CH:12]=1)[NH:9][CH:8]=[CH:7]2.S(O[CH2:24][CH:25]1[CH2:30][CH2:29][N:28]([C:31]([O:33][C:34]([CH3:37])([CH3:36])[CH3:35])=[O:32])[CH2:27][CH2:26]1)(C1C=CC(C)=CC=1)(=O)=O.C(OCC)(=O)C.CCCCCC. Product: [Br:3][C:4]1[CH:5]=[C:6]2[C:10](=[CH:11][CH:12]=1)[N:9]([CH2:24][CH:25]1[CH2:30][CH2:29][N:28]([C:31]([O:33][C:34]([CH3:35])([CH3:37])[CH3:36])=[O:32])[CH2:27][CH2:26]1)[CH:8]=[CH:7]2. The catalyst class is: 3. (4) Product: [C:14]1([C:1](=[O:8])[CH2:2][CH2:3][CH2:4][C:5]([C:14]2[CH:19]=[CH:18][CH:17]=[CH:16][CH:15]=2)=[O:6])[CH:19]=[CH:18][CH:17]=[CH:16][CH:15]=1. Reactant: [C:1](Cl)(=[O:8])[CH2:2][CH2:3][CH2:4][C:5](Cl)=[O:6].[Cl-].[Al+3].[Cl-].[Cl-].[CH:14]1[CH:19]=[CH:18][CH:17]=[CH:16][CH:15]=1.O. The catalyst class is: 4.